From a dataset of Forward reaction prediction with 1.9M reactions from USPTO patents (1976-2016). Predict the product of the given reaction. (1) Given the reactants [C:1]1([C:7]2[CH2:8][CH2:9][N:10]([CH2:13][CH2:14][CH2:15][C:16]3[NH:25][C:24](=[O:26])[C:23]4[C:18](=[C:19]([C:27]#[C:28][Si](C)(C)C)[CH:20]=[CH:21][CH:22]=4)[N:17]=3)[CH2:11][CH:12]=2)[CH:6]=[CH:5][CH:4]=[CH:3][CH:2]=1.C(=O)([O-])[O-].[K+].[K+], predict the reaction product. The product is: [C:27]([C:19]1[CH:20]=[CH:21][CH:22]=[C:23]2[C:18]=1[N:17]=[C:16]([CH2:15][CH2:14][CH2:13][N:10]1[CH2:9][CH:8]=[C:7]([C:1]3[CH:6]=[CH:5][CH:4]=[CH:3][CH:2]=3)[CH2:12][CH2:11]1)[NH:25][C:24]2=[O:26])#[CH:28]. (2) Given the reactants [CH:1]([O:4][C:5]1[CH:13]=[CH:12][C:8]([C:9]([O-])=[O:10])=[CH:7][C:6]=1[C:14]([F:17])([F:16])[F:15])([CH3:3])[CH3:2].[H-].[H-].[H-].[H-].[Li+].[Al+3], predict the reaction product. The product is: [CH:1]([O:4][C:5]1[CH:13]=[CH:12][C:8]([CH2:9][OH:10])=[CH:7][C:6]=1[C:14]([F:15])([F:16])[F:17])([CH3:3])[CH3:2]. (3) Given the reactants [CH2:1]([CH:3]([CH2:22][CH2:23][CH2:24][CH3:25])[CH2:4][N:5]1[C:17]2[C:12](=[CH:13][CH:14]=[C:15]3[CH:21]=[CH:20][CH:19]=[CH:18][C:16]3=2)[C:11]2[C:6]1=[CH:7][CH:8]=[CH:9][CH:10]=2)[CH3:2].[CH3:26][C:27]1[CH:35]=[C:34]([CH3:36])[CH:33]=[C:32]([CH3:37])[C:28]=1[C:29](Cl)=[O:30].[Al+3].[Cl-].[Cl-].[Cl-].[C:42](Cl)(=[O:50])[CH2:43][CH2:44][CH2:45][CH2:46][C:47](Cl)=[O:48], predict the reaction product. The product is: [CH2:1]([CH:3]([CH2:22][CH2:23][CH2:24][CH3:25])[CH2:4][N:5]1[C:17]2[C:12](=[CH:13][C:14]([C:29](=[O:30])[C:28]3[C:27]([CH3:26])=[CH:35][C:34]([CH3:36])=[CH:33][C:32]=3[CH3:37])=[C:15]3[CH:21]=[CH:20][CH:19]=[CH:18][C:16]3=2)[C:11]2[C:6]1=[CH:7][CH:8]=[C:9]([C:42](=[O:50])[CH2:43][CH2:44][CH2:45][CH2:46][C:47]([C:9]1[CH:10]=[C:11]3[C:6](=[CH:7][CH:8]=1)[N:5]([CH2:4][CH:3]([CH2:1][CH3:2])[CH2:22][CH2:23][CH2:24][CH3:25])[C:17]1[C:12]3=[CH:13][C:14]([C:29](=[O:30])[C:28]3[C:32]([CH3:37])=[CH:33][C:34]([CH3:36])=[CH:35][C:27]=3[CH3:26])=[C:15]3[CH:21]=[CH:20][CH:19]=[CH:18][C:16]3=1)=[O:48])[CH:10]=2)[CH3:2].